Dataset: Peptide-MHC class I binding affinity with 185,985 pairs from IEDB/IMGT. Task: Regression. Given a peptide amino acid sequence and an MHC pseudo amino acid sequence, predict their binding affinity value. This is MHC class I binding data. The MHC is HLA-A02:01 with pseudo-sequence HLA-A02:01. The peptide sequence is LLPDSDVFV. The binding affinity (normalized) is 0.936.